From a dataset of Reaction yield outcomes from USPTO patents with 853,638 reactions. Predict the reaction yield, written as a fraction of the theoretical maximum amount of product (1.0 means a 100% yield; for example, 0.34 means a 34% yield). The reactants are [Cl:1][C:2]1[CH:7]=[CH:6][C:5]([S:8]([CH2:11][C:12]2[CH:17]=[C:16]([F:18])[CH:15]=[CH:14][C:13]=2[F:19])(=[O:10])=[O:9])=[CH:4][CH:3]=1.[Si:20]([O:37][CH2:38][C:39]1[CH:44]=[CH:43][CH:42]=[CH:41][C:40]=1[CH2:45]O)([C:33]([CH3:36])([CH3:35])[CH3:34])([C:27]1[CH:32]=[CH:31][CH:30]=[CH:29][CH:28]=1)[C:21]1[CH:26]=[CH:25][CH:24]=[CH:23][CH:22]=1.C(C=P(CCCC)(CCCC)CCCC)#N.CO. The catalyst is C1(C)C=CC=CC=1.C(OCC)(=O)C. The product is [Si:20]([O:37][CH2:38][C:39]1[CH:44]=[CH:43][CH:42]=[CH:41][C:40]=1[CH2:45][CH:11]([C:12]1[CH:17]=[C:16]([F:18])[CH:15]=[CH:14][C:13]=1[F:19])[S:8]([C:5]1[CH:6]=[CH:7][C:2]([Cl:1])=[CH:3][CH:4]=1)(=[O:10])=[O:9])([C:33]([CH3:36])([CH3:35])[CH3:34])([C:21]1[CH:26]=[CH:25][CH:24]=[CH:23][CH:22]=1)[C:27]1[CH:28]=[CH:29][CH:30]=[CH:31][CH:32]=1. The yield is 0.860.